From a dataset of Reaction yield outcomes from USPTO patents with 853,638 reactions. Predict the reaction yield, written as a fraction of the theoretical maximum amount of product (1.0 means a 100% yield; for example, 0.34 means a 34% yield). The reactants are [NH:1]1[CH2:4][CH:3]([N:5]2[CH:9]=[C:8]([C:10]3[C:11]([O:25][C:26]4[CH:31]=[CH:30][C:29]([F:32])=[CH:28][CH:27]=4)=[C:12]4[C:17](=[CH:18][CH:19]=3)[N:16]([C:20]([O:22][CH3:23])=[O:21])[C@@H:15]([CH3:24])[CH2:14][CH2:13]4)[CH:7]=[N:6]2)[CH2:2]1.C=O.[C:35](O[BH-](OC(=O)C)OC(=O)C)(=O)C.[Na+]. The catalyst is CO. The product is [F:32][C:29]1[CH:28]=[CH:27][C:26]([O:25][C:11]2[C:10]([C:8]3[CH:7]=[N:6][N:5]([CH:3]4[CH2:2][N:1]([CH3:35])[CH2:4]4)[CH:9]=3)=[CH:19][CH:18]=[C:17]3[C:12]=2[CH2:13][CH2:14][C@H:15]([CH3:24])[N:16]3[C:20]([O:22][CH3:23])=[O:21])=[CH:31][CH:30]=1. The yield is 0.790.